From a dataset of Reaction yield outcomes from USPTO patents with 853,638 reactions. Predict the reaction yield, written as a fraction of the theoretical maximum amount of product (1.0 means a 100% yield; for example, 0.34 means a 34% yield). (1) The reactants are O.[OH-].[Na+].[F:4][C:5]1[C:6]([CH2:14][C:15]#[N:16])=[CH:7][C:8]2[O:12][CH2:11][O:10][C:9]=2[CH:13]=1.Br[CH2:18][CH2:19]Cl. The catalyst is [Br-].C([N+](CCCC)(CCCC)CCCC)CCC.C1(C)C=CC=CC=1. The product is [F:4][C:5]1[C:6]([C:14]2([C:15]#[N:16])[CH2:19][CH2:18]2)=[CH:7][C:8]2[O:12][CH2:11][O:10][C:9]=2[CH:13]=1. The yield is 0.600. (2) The reactants are [Br-].[CH3:2][O:3][C:4]1[CH:9]=[CH:8][C:7]([CH2:10][P+](C2C=CC=CC=2)(C2C=CC=CC=2)C2C=CC=CC=2)=[CH:6][CH:5]=1.[CH:30]([C:33]1[CH:34]=[C:35]([CH:39]([CH3:43])[CH2:40][CH:41]=O)[CH:36]=[CH:37][CH:38]=1)([CH3:32])[CH3:31].CC(O)=O. The catalyst is C1COCC1. The product is [CH:30]([C:33]1[CH:38]=[CH:37][CH:36]=[C:35]([CH:39]([CH2:40][CH:41]=[CH:10][C:7]2[CH:6]=[CH:5][C:4]([O:3][CH3:2])=[CH:9][CH:8]=2)[CH3:43])[CH:34]=1)([CH3:32])[CH3:31]. The yield is 0.800. (3) The reactants are [CH2:1]([O:3][C:4]([C:6]1[C:7]([CH:11]=O)=[N:8][NH:9][CH:10]=1)=[O:5])[CH3:2].[C:13]1([NH2:20])[C:14]([NH2:19])=[CH:15][CH:16]=[CH:17][CH:18]=1.OS([O-])=O.[Na+]. The catalyst is CN(C=O)C. The product is [CH2:1]([O:3][C:4]([C:6]1[C:7]([C:11]2[NH:20][C:13]3[CH:18]=[CH:17][CH:16]=[CH:15][C:14]=3[N:19]=2)=[N:8][NH:9][CH:10]=1)=[O:5])[CH3:2]. The yield is 0.330. (4) The reactants are C([O-])(=O)C.[Cs+].O1C=CC=C1P(C1OC=CC=1)C1OC=CC=1.[CH3:22][N:23]1[C:27]([C:28]2[CH:29]=[C:30]3[C:35](=[CH:36][CH:37]=2)[N:34]=[CH:33][CH:32]=[N:31]3)=[CH:26][C:25](=[O:38])[N:24]1[CH3:39].Br[C:41]1[CH:48]=[CH:47][CH:46]=[CH:45][C:42]=1[C:43]#[N:44]. The catalyst is C([O-])(=O)C.[Pd+2].C([O-])(=O)C.CN(C)C=O. The product is [CH3:22][N:23]1[C:27]([C:28]2[CH:29]=[C:30]3[C:35](=[CH:36][CH:37]=2)[N:34]=[CH:33][CH:32]=[N:31]3)=[C:26]([C:41]2[CH:48]=[CH:47][CH:46]=[CH:45][C:42]=2[C:43]#[N:44])[C:25](=[O:38])[N:24]1[CH3:39]. The yield is 0.875.